From a dataset of Forward reaction prediction with 1.9M reactions from USPTO patents (1976-2016). Predict the product of the given reaction. (1) Given the reactants [Cl:1][C:2]1[CH:3]=[C:4]([CH:8]([NH:14][C:15](=O)C)[CH2:9][CH2:10][N:11](C)[CH3:12])[CH:5]=[CH:6][CH:7]=1.[OH-].[Na+], predict the reaction product. The product is: [Cl:1][C:2]1[CH:3]=[C:4]([CH:8]([NH:14][CH3:15])[CH2:9][CH2:10][NH:11][CH3:12])[CH:5]=[CH:6][CH:7]=1. (2) Given the reactants [CH3:1][CH:2]1[C:7](=[CH2:8])[CH2:6][CH2:5][N:4]([C:9]([O:11][C:12]([CH3:15])([CH3:14])[CH3:13])=[O:10])[CH2:3]1.Cl[C:17](Cl)(Cl)[C:18](Cl)=[O:19], predict the reaction product. The product is: [CH3:1][CH:2]1[CH2:3][N:4]([C:9]([O:11][C:12]([CH3:14])([CH3:13])[CH3:15])=[O:10])[CH2:5][CH2:6][C:7]21[CH2:17][C:18](=[O:19])[CH2:8]2.